Dataset: Merck oncology drug combination screen with 23,052 pairs across 39 cell lines. Task: Regression. Given two drug SMILES strings and cell line genomic features, predict the synergy score measuring deviation from expected non-interaction effect. (1) Drug 1: COc1cc(C2c3cc4c(cc3C(OC3OC5COC(C)OC5C(O)C3O)C3COC(=O)C23)OCO4)cc(OC)c1O. Drug 2: CCN(CC)CCNC(=O)c1c(C)[nH]c(C=C2C(=O)Nc3ccc(F)cc32)c1C. Cell line: COLO320DM. Synergy scores: synergy=9.44. (2) Drug 1: CC(=O)OC1C(=O)C2(C)C(O)CC3OCC3(OC(C)=O)C2C(OC(=O)c2ccccc2)C2(O)CC(OC(=O)C(O)C(NC(=O)c3ccccc3)c3ccccc3)C(C)=C1C2(C)C. Drug 2: CC1(c2nc3c(C(N)=O)cccc3[nH]2)CCCN1. Cell line: RKO. Synergy scores: synergy=-0.988. (3) Synergy scores: synergy=-1.79. Drug 1: CCC1(O)CC2CN(CCc3c([nH]c4ccccc34)C(C(=O)OC)(c3cc4c(cc3OC)N(C)C3C(O)(C(=O)OC)C(OC(C)=O)C5(CC)C=CCN6CCC43C65)C2)C1. Drug 2: Cn1cc(-c2cnn3c(N)c(Br)c(C4CCCNC4)nc23)cn1. Cell line: KPL1. (4) Drug 1: O=c1[nH]cc(F)c(=O)[nH]1. Drug 2: CC1(c2nc3c(C(N)=O)cccc3[nH]2)CCCN1. Cell line: ES2. Synergy scores: synergy=1.50.